From a dataset of Forward reaction prediction with 1.9M reactions from USPTO patents (1976-2016). Predict the product of the given reaction. (1) Given the reactants [Cl:1][C:2]1[CH:22]=[C:21]([F:23])[CH:20]=[CH:19][C:3]=1[CH2:4][N:5]([O:17][CH3:18])[C:6](=[O:16])[CH:7]=[C:8]1[C:12](=[O:13])OC(C)(C)[O:9]1.C=O.[CH3:26][NH2:27].[CH3:28]O, predict the reaction product. The product is: [Cl:1][C:2]1[CH:22]=[C:21]([F:23])[CH:20]=[CH:19][C:3]=1[CH2:4][N:5]([O:17][CH3:18])[C:6]([C:7]1[CH2:26][N:27]([CH3:28])[C:12](=[O:13])[C:8]=1[OH:9])=[O:16]. (2) Given the reactants [C:1]([O:5][C:6]([N:8]1[C@@H:12](/[CH:13]=[C:14](\Br)/[C:15]2[CH:20]=[CH:19][CH:18]=[CH:17][CH:16]=2)[CH2:11][O:10][C:9]1([CH3:23])[CH3:22])=[O:7])([CH3:4])([CH3:3])[CH3:2].[CH2:24]([Zn]CC)[CH3:25], predict the reaction product. The product is: [C:1]([O:5][C:6]([N:8]1[C@@H:12](/[CH:13]=[C:14](/[C:15]2[CH:20]=[CH:19][CH:18]=[CH:17][CH:16]=2)\[CH2:24][CH3:25])[CH2:11][O:10][C:9]1([CH3:23])[CH3:22])=[O:7])([CH3:4])([CH3:3])[CH3:2].